From a dataset of Peptide-MHC class I binding affinity with 185,985 pairs from IEDB/IMGT. Regression. Given a peptide amino acid sequence and an MHC pseudo amino acid sequence, predict their binding affinity value. This is MHC class I binding data. (1) The peptide sequence is RTAGMIIML. The MHC is Mamu-A02 with pseudo-sequence Mamu-A02. The binding affinity (normalized) is 0.967. (2) The peptide sequence is FVPSDYFPSV. The MHC is HLA-A02:02 with pseudo-sequence HLA-A02:02. The binding affinity (normalized) is 0.865. (3) The peptide sequence is LIDLQELGKY. The MHC is HLA-A30:02 with pseudo-sequence HLA-A30:02. The binding affinity (normalized) is 0.662. (4) The peptide sequence is GTQDQSLYL. The binding affinity (normalized) is 0.213. The MHC is HLA-A30:02 with pseudo-sequence HLA-A30:02.